Dataset: Forward reaction prediction with 1.9M reactions from USPTO patents (1976-2016). Task: Predict the product of the given reaction. (1) Given the reactants [Cl:1][C:2]1[CH:7]=[C:6]([Cl:8])[CH:5]=[CH:4][C:3]=1[C:9]1[N:13]2[N:14]=[C:15]([CH3:29])[CH:16]=[C:17]([NH:18][C@@H:19]3[C:27]4[C:22](=[CH:23][CH:24]=[CH:25][CH:26]=4)[CH2:21][C@@H:20]3[OH:28])[C:12]2=[CH:11][C:10]=1[CH3:30].N1C=CC=CC=1.[C:37](Cl)(=[O:39])[CH3:38], predict the reaction product. The product is: [C:37]([O:28][C@H:20]1[CH2:21][C:22]2[C:27](=[CH:26][CH:25]=[CH:24][CH:23]=2)[C@H:19]1[NH:18][C:17]1[C:12]2[N:13]([C:9]([C:3]3[CH:4]=[CH:5][C:6]([Cl:8])=[CH:7][C:2]=3[Cl:1])=[C:10]([CH3:30])[CH:11]=2)[N:14]=[C:15]([CH3:29])[CH:16]=1)(=[O:39])[CH3:38]. (2) Given the reactants [CH3:1][N:2]([CH3:17])[C:3]([C:5]1[CH:6]=[C:7]([OH:16])[C:8]2[N:9]([C:11]([CH3:15])=[C:12]([CH3:14])[N:13]=2)[CH:10]=1)=[O:4].[O:18]1[C@H:20]2[CH2:21][C:22]3[C:27]([C@@H:19]12)=[CH:26][CH:25]=[CH:24][CH:23]=3.C(N(CC)CC)C, predict the reaction product. The product is: [OH:18][C@H:20]1[CH2:21][C:22]2[C:27](=[CH:26][CH:25]=[CH:24][CH:23]=2)[C@@H:19]1[O:16][C:7]1[C:8]2[N:9]([C:11]([CH3:15])=[C:12]([CH3:14])[N:13]=2)[CH:10]=[C:5]([C:3]([N:2]([CH3:1])[CH3:17])=[O:4])[CH:6]=1. (3) Given the reactants [CH2:1]([N:3]1[C:7]2[CH:8]=[CH:9][CH:10]=[CH:11][C:6]=2[N:5]=[C:4]1[CH2:12][C:13]#[N:14])[CH3:2].CO[CH:17](OC)[N:18]([CH3:20])[CH3:19], predict the reaction product. The product is: [CH3:19][N:18]([CH:17]=[C:12]([C:4]1[N:3]([CH2:1][CH3:2])[C:7]2[CH:8]=[CH:9][CH:10]=[CH:11][C:6]=2[N:5]=1)[C:13]#[N:14])[CH3:20]. (4) Given the reactants [CH2:1]([O:8][C:9]([N:11]1[CH2:16][CH2:15][N:14]([C:17]2[CH:22]=[CH:21][CH:20]=[C:19]([O:23][CH3:24])[C:18]=2[CH2:25][CH:26]2COC(C)(C)[O:27]2)[CH2:13][CH2:12]1)=[O:10])[C:2]1[CH:7]=[CH:6][CH:5]=[CH:4][CH:3]=1.Cl.C(OCC)(=O)C, predict the reaction product. The product is: [CH3:24][O:23][C:19]1[CH:20]=[CH:21][CH:22]=[C:17]([N:14]2[CH2:13][CH2:12][N:11]([C:9]([O:8][CH2:1][C:2]3[CH:3]=[CH:4][CH:5]=[CH:6][CH:7]=3)=[O:10])[CH2:16][CH2:15]2)[C:18]=1[CH2:25][CH:26]=[O:27]. (5) Given the reactants [CH2:1]([CH:4]1[CH2:9][CH2:8][CH:7]([CH:10]2[CH2:15][CH2:14][CH:13]([CH:16]([OH:20])[CH2:17][CH2:18][OH:19])[CH2:12][CH2:11]2)[CH2:6][CH2:5]1)[CH2:2][CH3:3].[CH2:21]([O:23][C:24]1[CH:29]=[CH:28][C:27](O)=[C:26]([F:31])[C:25]=1[F:32])[CH3:22].C1(P(C2C=CC=CC=2)C2C=CC=CC=2)C=CC=CC=1.C1COCC1, predict the reaction product. The product is: [CH2:21]([O:23][C:24]1[CH:29]=[CH:28][C:27]([O:19][CH2:18][CH2:17][CH:16]([CH:13]2[CH2:14][CH2:15][CH:10]([CH:7]3[CH2:8][CH2:9][CH:4]([CH2:1][CH2:2][CH3:3])[CH2:5][CH2:6]3)[CH2:11][CH2:12]2)[OH:20])=[C:26]([F:31])[C:25]=1[F:32])[CH3:22]. (6) Given the reactants [Cl:1][C:2]1[N:3]=[C:4]([NH:22][CH2:23][CH:24]2[CH2:29][CH2:28][N:27]([C:30]([O:32][C:33]([CH3:36])([CH3:35])[CH3:34])=[O:31])[CH2:26][CH2:25]2)[C:5]2[C:10](I)=[CH:9][N:8]([S:12]([C:15]3[CH:21]=[CH:20][C:18]([CH3:19])=[CH:17][CH:16]=3)(=[O:14])=[O:13])[C:6]=2[N:7]=1.O.CCOC(C)=O.[CH3:44][N:45](C=O)C, predict the reaction product. The product is: [Cl:1][C:2]1[N:3]=[C:4]([NH:22][CH2:23][CH:24]2[CH2:29][CH2:28][N:27]([C:30]([O:32][C:33]([CH3:36])([CH3:35])[CH3:34])=[O:31])[CH2:26][CH2:25]2)[C:5]2[C:10]([C:44]#[N:45])=[CH:9][N:8]([S:12]([C:15]3[CH:21]=[CH:20][C:18]([CH3:19])=[CH:17][CH:16]=3)(=[O:14])=[O:13])[C:6]=2[N:7]=1.